From a dataset of Catalyst prediction with 721,799 reactions and 888 catalyst types from USPTO. Predict which catalyst facilitates the given reaction. (1) Reactant: [N+:1]([C:4]1[CH:5]=[C:6]2[C:11]3=[C:12]([C:14]4[CH2:20][CH2:19][CH2:18][CH2:17][CH2:16][C:15]=4[N:10]3[CH2:9][CH2:8][CH2:7]2)[CH:13]=1)([O-])=O. Product: [CH:13]1[C:12]2[C:14]3[CH2:20][CH2:19][CH2:18][CH2:17][CH2:16][C:15]=3[N:10]3[C:11]=2[C:6]([CH2:7][CH2:8][CH2:9]3)=[CH:5][C:4]=1[NH2:1]. The catalyst class is: 63. (2) Reactant: Cl.Cl.[C:3]([C:7]1[O:11][N:10]=[C:9]([NH:12][C:13]([NH:15][C:16]2[CH:21]=[CH:20][CH:19]=[C:18]([O:22][C:23]3[C:32]4[C:27](=[CH:28][C:29]([O:35][C@H:36]5[CH2:40][CH2:39][NH:38][CH2:37]5)=[C:30]([O:33][CH3:34])[CH:31]=4)[N:26]=[CH:25][N:24]=3)[CH:17]=2)=[O:14])[CH:8]=1)([CH3:6])([CH3:5])[CH3:4].C=O.Cl[CH2:44]CCl.[C:47]([O:50][BH-]([O:50][C:47](=[O:49])[CH3:48])[O:50][C:47](=[O:49])[CH3:48])(=[O:49])[CH3:48].[Na+]. Product: [C:47]([OH:50])(=[O:49])[CH3:48].[C:3]([C:7]1[O:11][N:10]=[C:9]([NH:12][C:13]([NH:15][C:16]2[CH:21]=[CH:20][CH:19]=[C:18]([O:22][C:23]3[C:32]4[C:27](=[CH:28][C:29]([O:35][C@H:36]5[CH2:40][CH2:39][N:38]([CH3:44])[CH2:37]5)=[C:30]([O:33][CH3:34])[CH:31]=4)[N:26]=[CH:25][N:24]=3)[CH:17]=2)=[O:14])[CH:8]=1)([CH3:6])([CH3:4])[CH3:5]. The catalyst class is: 145. (3) Reactant: [CH3:1][C:2]1[C@@H:19]([O:20][C:21]([C@H:23]([OH:40])[C@@H:24]([NH:31][C:32]([C:34]2[CH:35]=[CH:36][CH:37]=[CH:38][CH:39]=2)=[O:33])[C:25]2[CH:26]=[CH:27][CH:28]=[CH:29][CH:30]=2)=[O:22])[CH2:18][C@:14]2([OH:41])[C:15]([CH3:17])([CH3:16])[C:3]=1[C@@H:4]([O:59][C:60]([CH3:62])=[O:61])[C:5]([C@@:7]1([CH3:58])[C@H:12]([C@@H:13]2[O:42][C:43]([C:45]2[CH:46]=[CH:47][CH:48]=[CH:49][CH:50]=2)=[O:44])[C@:11]2([O:53][C:54]([CH3:56])=[O:55])[CH2:51][O:52][C@@H:10]2[CH2:9][C@@H:8]1[OH:57])=[O:6].N1C=CN=C1.Cl[Si:69]1([O:74][CH2:75][C:76]([O:78][CH2:79][C:80]2[CH:85]=[CH:84][CH:83]=[CH:82][CH:81]=2)=[O:77])[CH2:73][CH2:72][CH2:71][CH2:70]1.[SiH3]Cl. Product: [C:60]([O:59][C@@H:4]1[C:3]2[C:15]([CH3:16])([CH3:17])[C@@:14]([OH:41])([CH2:18][C@H:19]([O:20][C:21](=[O:22])[C@H:23]([OH:40])[C@@H:24]([NH:31][C:32](=[O:33])[C:34]3[CH:39]=[CH:38][CH:37]=[CH:36][CH:35]=3)[C:25]3[CH:26]=[CH:27][CH:28]=[CH:29][CH:30]=3)[C:2]=2[CH3:1])[C@@H:13]([O:42][C:43](=[O:44])[C:45]2[CH:50]=[CH:49][CH:48]=[CH:47][CH:46]=2)[CH:12]2[C@:11]3([O:53][C:54](=[O:55])[CH3:56])[CH2:51][O:52][C@@H:10]3[CH2:9][C@H:8]([O:57][Si:69]3([O:74][CH2:75][C:76]([O:78][CH2:79][C:80]4[CH:81]=[CH:82][CH:83]=[CH:84][CH:85]=4)=[O:77])[CH2:70][CH2:71][CH2:72][CH2:73]3)[C@@:7]2([CH3:58])[C:5]1=[O:6])(=[O:61])[CH3:62]. The catalyst class is: 3. (4) Reactant: [C:1]([O:5][C:6](=[O:28])[NH:7][CH:8]1[CH:12]([C:13]2[CH:18]=[CH:17][C:16]([Cl:19])=[C:15]([Cl:20])[CH:14]=2)[CH2:11][N:10](CC2C=CC=CC=2)[CH2:9]1)([CH3:4])([CH3:3])[CH3:2].C(NC(C)C)(C)C.C(OC(Cl)C)=O. Product: [C:1]([O:5][C:6](=[O:28])[NH:7][CH:8]1[CH:12]([C:13]2[CH:18]=[CH:17][C:16]([Cl:19])=[C:15]([Cl:20])[CH:14]=2)[CH2:11][NH:10][CH2:9]1)([CH3:4])([CH3:2])[CH3:3]. The catalyst class is: 11. (5) Reactant: [CH3:1][N:2]1[C:10]2[C:5](=[CH:6][C:7]([OH:11])=[CH:8][CH:9]=2)[C:4]([C:12]2[N:20]([S:21]([C:24]3[CH:29]=[CH:28][C:27]([CH3:30])=[CH:26][CH:25]=3)(=[O:23])=[O:22])[C:15]3=[N:16][CH:17]=[CH:18][CH:19]=[C:14]3[CH:13]=2)=[CH:3]1.[CH3:31][C:32](C)([O-])[CH3:33].[K+].C(Br)C=C.O. Product: [CH2:33]([O:11][C:7]1[CH:6]=[C:5]2[C:10](=[CH:9][CH:8]=1)[N:2]([CH3:1])[CH:3]=[C:4]2[C:12]1[N:20]([S:21]([C:24]2[CH:29]=[CH:28][C:27]([CH3:30])=[CH:26][CH:25]=2)(=[O:23])=[O:22])[C:15]2=[N:16][CH:17]=[CH:18][CH:19]=[C:14]2[CH:13]=1)[CH:32]=[CH2:31]. The catalyst class is: 9. (6) Reactant: [C:1]([C:5]1[CH:6]=[C:7]([CH:10]=[C:11]([F:13])[CH:12]=1)C=O)([CH3:4])([CH3:3])[CH3:2].C1(C)C(S(O)(=O)=O)=CC=CC=1.C(N(CC)CC)C.[CH:32](OC)([O:35][CH3:36])[O:33][CH3:34]. Product: [C:1]([C:5]1[CH:12]=[C:11]([F:13])[CH:10]=[C:7]([CH:32]([O:35][CH3:36])[O:33][CH3:34])[CH:6]=1)([CH3:4])([CH3:2])[CH3:3]. The catalyst class is: 5. (7) Reactant: [Cl:1][C:2]1[N:7]=[C:6]([C:8]#[C:9][CH3:10])[C:5]([NH2:11])=[C:4]([NH2:12])[CH:3]=1. Product: [Cl:1][C:2]1[N:7]=[C:6]2[CH:8]=[C:9]([CH3:10])[NH:11][C:5]2=[C:4]([NH2:12])[CH:3]=1. The catalyst class is: 122.